Dataset: Full USPTO retrosynthesis dataset with 1.9M reactions from patents (1976-2016). Task: Predict the reactants needed to synthesize the given product. The reactants are: [F:1][C:2]1[CH:11]=[C:10]([F:12])[CH:9]=[C:8]2[C:3]=1[C:4]([NH:20][C:21]1[C:26](I)=[CH:25][N:24]=[C:23]([N:28]3[CH2:33][CH2:32][O:31][CH2:30][CH2:29]3)[CH:22]=1)=[C:5]([CH3:19])[C:6]([C:13]1[CH:18]=[CH:17][CH:16]=[CH:15][N:14]=1)=[N:7]2.[F:34][C:35]([F:46])([F:45])[C:36]1[CH:37]=[C:38](B(O)O)[CH:39]=[N:40][CH:41]=1.C1(P(C2CCCCC2)C2CCCCC2)CCCCC1.[O-]P([O-])([O-])=O.[K+].[K+].[K+]. Given the product [F:1][C:2]1[CH:11]=[C:10]([F:12])[CH:9]=[C:8]2[C:3]=1[C:4]([NH:20][C:21]1[CH:22]=[C:23]([N:28]3[CH2:33][CH2:32][O:31][CH2:30][CH2:29]3)[N:24]=[CH:25][C:26]=1[C:38]1[CH:39]=[N:40][CH:41]=[C:36]([C:35]([F:46])([F:45])[F:34])[CH:37]=1)=[C:5]([CH3:19])[C:6]([C:13]1[CH:18]=[CH:17][CH:16]=[CH:15][N:14]=1)=[N:7]2, predict the reactants needed to synthesize it.